This data is from Full USPTO retrosynthesis dataset with 1.9M reactions from patents (1976-2016). The task is: Predict the reactants needed to synthesize the given product. (1) Given the product [CH3:6][C:4]([O:7][C@H:8]([CH3:42])[C@@H:9]([C:38]([OH:40])=[O:39])[NH:10][C:11]([C:13]1[CH:18]=[CH:17][C:16]([C:19]2[CH:24]=[CH:23][CH:22]=[CH:21][CH:20]=2)=[CH:15][C:14]=1[NH:25][C:26]([NH:28][C:29]1[C:34]([CH3:35])=[CH:33][C:32]([CH3:36])=[CH:31][C:30]=1[CH3:37])=[O:27])=[O:12])([CH3:3])[CH3:5], predict the reactants needed to synthesize it. The reactants are: [OH-].[Li+].[CH3:3][C:4]([O:7][C@H:8]([CH3:42])[C@@H:9]([C:38]([O:40]C)=[O:39])[NH:10][C:11]([C:13]1[CH:18]=[CH:17][C:16]([C:19]2[CH:24]=[CH:23][CH:22]=[CH:21][CH:20]=2)=[CH:15][C:14]=1[NH:25][C:26]([NH:28][C:29]1[C:34]([CH3:35])=[CH:33][C:32]([CH3:36])=[CH:31][C:30]=1[CH3:37])=[O:27])=[O:12])([CH3:6])[CH3:5].CO.O. (2) Given the product [ClH:30].[C:1]([C:5]1[C:9]([C:10]#[N:11])=[C:8]([C:12]2[NH:31][C:15]3[C:16]([Cl:30])=[N:17][C:18]([C:20]4[CH:25]=[CH:24][CH:23]=[CH:22][C:21]=4[C:26]([F:28])([F:29])[F:27])=[CH:19][C:14]=3[N:13]=2)[N:7]([CH3:32])[N:6]=1)([CH3:4])([CH3:2])[CH3:3], predict the reactants needed to synthesize it. The reactants are: [C:1]([C:5]1[C:9]([C:10]#[N:11])=[C:8]([C:12]2[NH:31][C:15]3[C:16]([Cl:30])=[N:17][C:18]([C:20]4[CH:25]=[CH:24][CH:23]=[CH:22][C:21]=4[C:26]([F:29])([F:28])[F:27])=[CH:19][C:14]=3[N:13]=2)[N:7]([CH3:32])[N:6]=1)([CH3:4])([CH3:3])[CH3:2].Cl.CCOCC. (3) Given the product [C:1]([O:5][C:6](=[O:26])[C:7]([S:10][C:11]1[S:12][CH:13]=[C:14]([CH2:16][CH2:17][N:18]([C:30](=[O:31])[CH2:29][C:28]([CH3:27])=[O:32])[CH2:19][CH2:20][CH2:21][CH2:22][CH2:23][CH2:24][CH3:25])[N:15]=1)([CH3:9])[CH3:8])([CH3:4])([CH3:3])[CH3:2], predict the reactants needed to synthesize it. The reactants are: [C:1]([O:5][C:6](=[O:26])[C:7]([S:10][C:11]1[S:12][CH:13]=[C:14]([CH2:16][CH2:17][NH:18][CH2:19][CH2:20][CH2:21][CH2:22][CH2:23][CH2:24][CH3:25])[N:15]=1)([CH3:9])[CH3:8])([CH3:4])([CH3:3])[CH3:2].[CH2:27]=[C:28]1[O:32][C:30](=[O:31])[CH2:29]1. (4) Given the product [C:56]([C:60]1[CH:61]=[C:62]([CH:66]=[C:67]([C:69]#[N:70])[CH:68]=1)[C:63]([NH:39][C:38]1[CH:40]=[CH:41][C:35]([CH3:34])=[C:36]([N:42]2[C:49]3[N:45]([N:46]=[C:47]([C:50]4[CH:51]=[N:52][CH:53]=[CH:54][CH:55]=4)[CH:48]=3)[CH:44]=[CH:43]2)[CH:37]=1)=[O:64])([CH3:59])([CH3:57])[CH3:58], predict the reactants needed to synthesize it. The reactants are: CN(C(ON1N=NC2C=CC=NC1=2)=[N+](C)C)C.F[P-](F)(F)(F)(F)F.C(N(CC)C(C)C)(C)C.[CH3:34][C:35]1[CH:41]=[CH:40][C:38]([NH2:39])=[CH:37][C:36]=1[N:42]1[C:49]2[N:45]([N:46]=[C:47]([C:50]3[CH:51]=[N:52][CH:53]=[CH:54][CH:55]=3)[CH:48]=2)[CH:44]=[CH:43]1.[C:56]([C:60]1[CH:61]=[C:62]([CH:66]=[C:67]([C:69]#[N:70])[CH:68]=1)[C:63](O)=[O:64])([CH3:59])([CH3:58])[CH3:57]. (5) Given the product [NH3:10].[Cl:1][C:2]1[CH:7]=[CH:6][C:5]([CH2:8][C:9]2[C:18]3[C:13](=[CH:14][CH:15]=[CH:16][CH:17]=3)[C:12](=[O:19])[N:11]([CH2:20][C@H:21]3[CH2:25][CH2:24][CH2:23][N:22]3[CH2:27][CH2:28][CH2:29][C:30]([O:32][CH2:33][CH3:34])=[O:31])[N:10]=2)=[CH:4][CH:3]=1, predict the reactants needed to synthesize it. The reactants are: [Cl:1][C:2]1[CH:7]=[CH:6][C:5]([CH2:8][C:9]2[C:18]3[C:13](=[CH:14][CH:15]=[CH:16][CH:17]=3)[C:12](=[O:19])[N:11]([CH2:20][C@H:21]3[CH2:25][CH2:24][CH2:23][NH:22]3)[N:10]=2)=[CH:4][CH:3]=1.Br[CH2:27][CH2:28][CH2:29][C:30]([O:32][CH2:33][CH3:34])=[O:31].C(=O)([O-])[O-].[K+].[K+].CO. (6) The reactants are: [CH3:1][N:2]([CH3:27])[C:3]1[N:8]=[CH:7][C:6]([N:9]2[CH2:14][CH2:13][CH:12]([N:15](C)[C:16](=O)OCC3C=CC=CC=3)[CH2:11][CH2:10]2)=[CH:5][CH:4]=1. Given the product [CH3:1][N:2]([CH3:27])[C:3]1[CH:4]=[CH:5][C:6]([N:9]2[CH2:10][CH2:11][CH:12]([NH:15][CH3:16])[CH2:13][CH2:14]2)=[CH:7][N:8]=1, predict the reactants needed to synthesize it.